From a dataset of Catalyst prediction with 721,799 reactions and 888 catalyst types from USPTO. Predict which catalyst facilitates the given reaction. (1) Reactant: [C:1]([O:5][C:6](=[O:27])[CH2:7][CH2:8][CH2:9][CH2:10][CH2:11][C@H:12]([NH2:26])[C:13](=[O:25])[NH:14][C:15]1[CH:16]=[C:17]2[C:22](=[CH:23][CH:24]=1)[N:21]=[CH:20][CH:19]=[CH:18]2)([CH3:4])([CH3:3])[CH3:2].[C:28](Cl)(=[O:35])[C:29]1[CH:34]=[CH:33][CH:32]=[CH:31][CH:30]=1.C(N(CC)CC)C. Product: [C:1]([O:5][C:6](=[O:27])[CH2:7][CH2:8][CH2:9][CH2:10][CH2:11][C@H:12]([NH:26][C:28](=[O:35])[C:29]1[CH:34]=[CH:33][CH:32]=[CH:31][CH:30]=1)[C:13](=[O:25])[NH:14][C:15]1[CH:16]=[C:17]2[C:22](=[CH:23][CH:24]=1)[N:21]=[CH:20][CH:19]=[CH:18]2)([CH3:4])([CH3:2])[CH3:3]. The catalyst class is: 23. (2) Product: [CH2:1]([CH:5]1[CH:10]([NH2:11])[CH2:9][CH2:8][N:7]([CH2:13][CH2:14][C:15]2[CH:20]=[CH:19][CH:18]=[CH:17][CH:16]=2)[CH2:6]1)[CH2:2][CH2:3][CH3:4]. Reactant: [CH2:1]([CH:5]1[C:10](=[N:11]O)[CH2:9][CH2:8][N:7]([CH2:13][CH2:14][C:15]2[CH:20]=[CH:19][CH:18]=[CH:17][CH:16]=2)[CH2:6]1)[CH2:2][CH2:3][CH3:4].[H-].[H-].[H-].[H-].[Li+].[Al+3].C([O-])(O)=O.[Na+]. The catalyst class is: 1. (3) Reactant: [CH:1]1([C:4]([N:6]2[CH2:10][CH2:9][C@@H:8]([CH2:11][N:12]3[C:16]([C:17]4[CH:22]=[CH:21][C:20]([C:23]5[CH:28]=[CH:27][C:26]([F:29])=[CH:25][CH:24]=5)=[CH:19][CH:18]=4)=[N:15][NH:14][C:13]3=[O:30])[CH2:7]2)=[O:5])[CH2:3][CH2:2]1.Br[CH2:32][C:33]1[CH:38]=[CH:37][CH:36]=[CH:35][CH:34]=1.C([O-])([O-])=O.[K+].[K+]. Product: [CH:1]1([C:4]([N:6]2[CH2:10][CH2:9][C@@H:8]([CH2:11][N:12]3[C:16]([C:17]4[CH:22]=[CH:21][C:20]([C:23]5[CH:24]=[CH:25][C:26]([F:29])=[CH:27][CH:28]=5)=[CH:19][CH:18]=4)=[N:15][N:14]([CH2:32][C:33]4[CH:38]=[CH:37][CH:36]=[CH:35][CH:34]=4)[C:13]3=[O:30])[CH2:7]2)=[O:5])[CH2:3][CH2:2]1. The catalyst class is: 31. (4) Reactant: [NH2:1][C@@H:2]([CH:45]1[CH2:50][CH2:49][CH2:48][CH2:47][CH2:46]1)[C:3]([NH:5][C@@H:6]([C:41]([CH3:44])([CH3:43])[CH3:42])[C:7]([N:9]1[C@H:20]([C:21]([NH:23][C@:24]2([C:29](=[O:40])[NH:30][S:31]([C:34]3([CH2:37][CH2:38][CH3:39])[CH2:36][CH2:35]3)(=[O:33])=[O:32])[CH2:26][C@H:25]2[CH:27]=[CH2:28])=[O:22])[CH2:19][C@:11]2([C:16]([CH3:18])([CH3:17])[C:12]32[CH2:15][CH2:14][CH2:13]3)[CH2:10]1)=[O:8])=[O:4].[CH2:51]([N:53]1[CH2:58][CH2:57][CH2:56][CH2:55][C@H:54]1[C:59](O)=[O:60])[CH3:52].CN(C(ON1N=NC2C=CC=NC1=2)=[N+](C)C)C.F[P-](F)(F)(F)(F)F.CCN(C(C)C)C(C)C. Product: [CH:45]1([C@H:2]([NH:1][C:59]([C@@H:54]2[CH2:55][CH2:56][CH2:57][CH2:58][N:53]2[CH2:51][CH3:52])=[O:60])[C:3]([NH:5][C@@H:6]([C:41]([CH3:42])([CH3:44])[CH3:43])[C:7]([N:9]2[C@H:20]([C:21]([NH:23][C@:24]3([C:29](=[O:40])[NH:30][S:31]([C:34]4([CH2:37][CH2:38][CH3:39])[CH2:36][CH2:35]4)(=[O:32])=[O:33])[CH2:26][C@H:25]3[CH:27]=[CH2:28])=[O:22])[CH2:19][C@:11]3([C:16]([CH3:18])([CH3:17])[C:12]43[CH2:13][CH2:14][CH2:15]4)[CH2:10]2)=[O:8])=[O:4])[CH2:50][CH2:49][CH2:48][CH2:47][CH2:46]1. The catalyst class is: 85. (5) Reactant: [Cl:1][C:2]1[CH:28]=[CH:27][C:5]([O:6][CH2:7][CH2:8][CH2:9][N:10]2[CH2:15][CH2:14][C:13]([CH2:17][C:18]3[CH:23]=[CH:22][C:21]([Cl:24])=[CH:20][CH:19]=3)([OH:16])[C:12]([CH3:26])([CH3:25])[CH2:11]2)=[C:4]([N+:29]([O-])=O)[CH:3]=1.O.O.Cl[Sn]Cl. Product: [NH2:29][C:4]1[CH:3]=[C:2]([Cl:1])[CH:28]=[CH:27][C:5]=1[O:6][CH2:7][CH2:8][CH2:9][N:10]1[CH2:15][CH2:14][C:13]([CH2:17][C:18]2[CH:23]=[CH:22][C:21]([Cl:24])=[CH:20][CH:19]=2)([OH:16])[C:12]([CH3:26])([CH3:25])[CH2:11]1. The catalyst class is: 8. (6) Reactant: [CH3:1][C:2]1[CH:7]=[CH:6][CH:5]=[C:4]([CH3:8])[C:3]=1[CH2:9][S:10]([C:13]1[CH:14]=[C:15]2[C:19](=[CH:20][CH:21]=1)[NH:18][C:17](=[O:22])/[C:16]/2=[CH:23]\[C:24]1[NH:28][C:27]([CH3:29])=[C:26]([C:30](O)=[O:31])[C:25]=1[CH3:33])(=[O:12])=[O:11].[N:34]1([CH2:39][C@@H:40]2[CH2:44][CH2:43][CH2:42][NH:41]2)[CH2:38][CH2:37][CH2:36][CH2:35]1.C1C=CC2N(O)N=NC=2C=1.CCN=C=NCCCN(C)C.Cl. Product: [CH3:8][C:4]1[CH:5]=[CH:6][CH:7]=[C:2]([CH3:1])[C:3]=1[CH2:9][S:10]([C:13]1[CH:14]=[C:15]2[C:19](=[CH:20][CH:21]=1)[NH:18][C:17](=[O:22])/[C:16]/2=[CH:23]\[C:24]1[NH:28][C:27]([CH3:29])=[C:26]([C:30]([N:41]2[CH2:42][CH2:43][CH2:44][C@H:40]2[CH2:39][N:34]2[CH2:38][CH2:37][CH2:36][CH2:35]2)=[O:31])[C:25]=1[CH3:33])(=[O:11])=[O:12]. The catalyst class is: 444.